Dataset: Peptide-MHC class I binding affinity with 185,985 pairs from IEDB/IMGT. Task: Regression. Given a peptide amino acid sequence and an MHC pseudo amino acid sequence, predict their binding affinity value. This is MHC class I binding data. (1) The peptide sequence is WSLSVEWQF. The MHC is HLA-B58:01 with pseudo-sequence HLA-B58:01. The binding affinity (normalized) is 0.810. (2) The peptide sequence is AQTLNWYLL. The MHC is H-2-Kb with pseudo-sequence H-2-Kb. The binding affinity (normalized) is 0.519. (3) The peptide sequence is YHSNVKEL. The MHC is HLA-A23:01 with pseudo-sequence HLA-A23:01. The binding affinity (normalized) is 0.